Dataset: Full USPTO retrosynthesis dataset with 1.9M reactions from patents (1976-2016). Task: Predict the reactants needed to synthesize the given product. (1) Given the product [CH2:21]([C:20]1[S:23][C:3]([C:13]2[CH:18]=[CH:17][N:16]=[C:15]([F:19])[CH:14]=2)=[C:4]([C:6]2[CH:11]=[CH:10][CH:9]=[C:8]([CH3:12])[CH:7]=2)[N:24]=1)[CH3:22], predict the reactants needed to synthesize it. The reactants are: Br.Br[CH:3]([C:13]1[CH:18]=[CH:17][N:16]=[C:15]([F:19])[CH:14]=1)[C:4]([C:6]1[CH:11]=[CH:10][CH:9]=[C:8]([CH3:12])[CH:7]=1)=O.[C:20]([NH2:24])(=[S:23])[CH2:21][CH3:22].C(=O)([O-])O.[Na+]. (2) Given the product [C:1]1([C:7]2[CH:8]=[C:9]([C:13]3([CH3:25])[CH2:18][CH:17]([CH3:19])[CH2:16][CH:15]([OH:20])[CH:14]3[C:21]([O:23][CH3:24])=[O:22])[CH:10]=[CH:11][CH:12]=2)[CH:2]=[CH:3][CH:4]=[CH:5][CH:6]=1, predict the reactants needed to synthesize it. The reactants are: [C:1]1([C:7]2[CH:8]=[C:9]([C:13]3([CH3:25])[CH2:18][CH:17]([CH3:19])[CH2:16][C:15](=[O:20])[CH:14]3[C:21]([O:23][CH3:24])=[O:22])[CH:10]=[CH:11][CH:12]=2)[CH:6]=[CH:5][CH:4]=[CH:3][CH:2]=1.[BH4-].[Na+]. (3) Given the product [Cl:1][C:2]1[CH:3]=[C:4]([N:8]2[CH2:13][CH2:12][N:11]([CH2:14][C:16]3[N:20]4[CH:21]([C:26]5[CH:33]=[CH:32][C:29]([C:30]#[N:31])=[CH:28][CH:27]=5)[CH2:22][CH2:23][CH:24]([OH:25])[C:19]4=[N:18][CH:17]=3)[CH2:10][C:9]2=[O:34])[CH:5]=[CH:6][CH:7]=1, predict the reactants needed to synthesize it. The reactants are: [Cl:1][C:2]1[CH:3]=[C:4]([N:8]2[CH2:13][CH2:12][N:11]([C:14]([C:16]3[N:20]([CH:21]([C:26]4[CH:33]=[CH:32][C:29]([C:30]#[N:31])=[CH:28][CH:27]=4)[CH2:22][CH2:23][CH:24]=[O:25])[CH:19]=[N:18][CH:17]=3)=O)[CH2:10][C:9]2=[O:34])[CH:5]=[CH:6][CH:7]=1.C([O-])(=O)C.[Na+].C(O)(=O)C.C(=O)([O-])[O-].[Na+].[Na+]. (4) Given the product [OH:26][CH2:25][CH2:24][N:23]([CH2:3][C:4]1[CH:5]=[C:6]([NH:14][C:15]([C:17]2[S:18][CH:19]=[CH:20][CH:21]=2)=[NH:16])[CH:7]=[CH:8][C:9]=1[O:10][CH:11]([CH3:13])[CH3:12])[CH3:22], predict the reactants needed to synthesize it. The reactants are: Cl.Cl[CH2:3][C:4]1[CH:5]=[C:6]([NH:14][C:15]([C:17]2[S:18][CH:19]=[CH:20][CH:21]=2)=[NH:16])[CH:7]=[CH:8][C:9]=1[O:10][CH:11]([CH3:13])[CH3:12].[CH3:22][NH:23][CH2:24][CH2:25][OH:26].C(N(C(C)C)CC)(C)C.C(=O)([O-])[O-].[K+].[K+]. (5) Given the product [Br:1][C:2]1[CH:3]=[C:4]([NH:8][CH:9]([C:12]2[CH:17]=[C:16]([F:18])[CH:15]=[CH:14][C:13]=2[F:19])[C:10]([NH2:11])=[O:21])[CH:5]=[N:6][CH:7]=1, predict the reactants needed to synthesize it. The reactants are: [Br:1][C:2]1[CH:3]=[C:4]([NH:8][CH:9]([C:12]2[CH:17]=[C:16]([F:18])[CH:15]=[CH:14][C:13]=2[F:19])[C:10]#[N:11])[CH:5]=[N:6][CH:7]=1.Cl.[OH2:21]. (6) Given the product [C:1]([O:5][C:6]([N:8]1[CH2:13][CH2:12][N:11]([C:14]2[N:22]([C:23]3[CH:28]=[CH:27][CH:26]=[CH:25][C:24]=3[CH:29]=[CH2:30])[C:21]3[C:20](=[O:31])[N:19]([CH2:32][O:33][C:34](=[O:39])[C:35]([CH3:38])([CH3:37])[CH3:36])[C:18](=[O:40])[N:17]([CH2:42][C:43]([O:45][CH2:46][CH3:47])=[O:44])[C:16]=3[N:15]=2)[CH2:10][CH2:9]1)=[O:7])([CH3:2])([CH3:4])[CH3:3], predict the reactants needed to synthesize it. The reactants are: [C:1]([O:5][C:6]([N:8]1[CH2:13][CH2:12][N:11]([C:14]2[N:22]([C:23]3[CH:28]=[CH:27][CH:26]=[CH:25][C:24]=3[CH:29]=[CH2:30])[C:21]3[C:20](=[O:31])[N:19]([CH2:32][O:33][C:34](=[O:39])[C:35]([CH3:38])([CH3:37])[CH3:36])[C:18](=[O:40])[NH:17][C:16]=3[N:15]=2)[CH2:10][CH2:9]1)=[O:7])([CH3:4])([CH3:3])[CH3:2].Br[CH2:42][C:43]([O:45][CH2:46][CH3:47])=[O:44].C(=O)([O-])[O-].[K+].[K+]. (7) Given the product [F:1][C:2]1[C:3]([C:25]2[S:26][CH:27]=[CH:28][CH:29]=2)=[CH:4][C:5]2[C:6]3[N:14]([C:15]4[CH:16]=[CH:17][C:18]([CH2:21][CH2:22][CH2:23][NH2:24])=[CH:19][CH:20]=4)[CH:13]=[N:12][C:7]=3[CH:8]=[N:9][C:10]=2[CH:11]=1, predict the reactants needed to synthesize it. The reactants are: [F:1][C:2]1[C:3]([C:25]2[S:26][CH:27]=[CH:28][CH:29]=2)=[CH:4][C:5]2[C:6]3[N:14]([C:15]4[CH:20]=[CH:19][C:18]([CH2:21][CH2:22][C:23]#[N:24])=[CH:17][CH:16]=4)[CH:13]=[N:12][C:7]=3[CH:8]=[N:9][C:10]=2[CH:11]=1.FC1C=CC2C3N(C4C=CC(CCCN)=CC=4)C(C4SC=CC=4)=NC=3C=NC=2C=1. (8) Given the product [F:29][C:24]1[CH:25]=[CH:26][CH:27]=[CH:28][C:23]=1[CH2:22][CH2:21][C@H:9]1[CH2:10][NH:11][CH2:12][CH2:13][NH:8]1, predict the reactants needed to synthesize it. The reactants are: C([N:8]1[CH2:13][CH2:12][N:11](CC2C=CC=CC=2)[CH2:10][C@@H:9]1[CH2:21][CH2:22][C:23]1[CH:28]=[CH:27][CH:26]=[CH:25][C:24]=1[F:29])C1C=CC=CC=1.C([O-])=O.[NH4+].